Dataset: Reaction yield outcomes from USPTO patents with 853,638 reactions. Task: Predict the reaction yield, written as a fraction of the theoretical maximum amount of product (1.0 means a 100% yield; for example, 0.34 means a 34% yield). (1) The reactants are C(Cl)(=O)C(Cl)=O.CS(C)=O.[N:11]1[CH:16]=[CH:15][CH:14]=[C:13]2[CH2:17][CH2:18][CH2:19][CH2:20][CH:21]([OH:22])[C:12]=12.C(N(CC)CC)C. The catalyst is ClCCl. The product is [N:11]1[CH:16]=[CH:15][CH:14]=[C:13]2[CH2:17][CH2:18][CH2:19][CH2:20][C:21](=[O:22])[C:12]=12. The yield is 0.740. (2) The reactants are [N:1]1([C:10]([O:12][C:13]([CH3:16])([CH3:15])[CH3:14])=[O:11])[C:5]2=[CH:6][N:7]=[CH:8][CH:9]=[C:4]2[CH:3]=[CH:2]1.CCO. The catalyst is O=[Pt]=O.CC(O)=O. The product is [N:1]1([C:10]([O:12][C:13]([CH3:16])([CH3:15])[CH3:14])=[O:11])[CH:5]2[CH2:6][NH:7][CH2:8][CH2:9][CH:4]2[CH2:3][CH2:2]1. The yield is 0.955. (3) The reactants are [NH:1]1[C:9]2[C:4](=[CH:5][CH:6]=[C:7]([C:10]([O:12][CH3:13])=[O:11])[CH:8]=2)[CH:3]=[N:2]1.[OH-].[K+].[I:16]I.S(=O)(=O)(O)[O-].[Na+]. The catalyst is CN(C)C=O. The product is [I:16][C:3]1[C:4]2[C:9](=[CH:8][C:7]([C:10]([O:12][CH3:13])=[O:11])=[CH:6][CH:5]=2)[NH:1][N:2]=1. The yield is 0.780. (4) The reactants are C(OC([C:6]1[NH:7][C:8]2[C:13](C=1)=[CH:12][CH:11]=[C:10](B1OC(C)(C)C(C)(C)O1)[CH:9]=2)=O)C.Br[C:25]1[S:29][C:28]([C:30]2[N:35]([CH2:36][C:37]3[CH:42]=[CH:41][C:40]([CH3:43])=[CH:39][C:38]=3[CH3:44])[C:34](=[O:45])[C:33]([C:46]#[N:47])=[C:32]([C:48]([F:51])([F:50])[F:49])[CH:31]=2)=[CH:27][CH:26]=1.C([O-])([O-])=O.[K+].[K+].[N:58]#N.C(O)(C(F)(F)F)=O. The yield is 0.200. The catalyst is COCCOC.C1C=CC([P]([Pd]([P](C2C=CC=CC=2)(C2C=CC=CC=2)C2C=CC=CC=2)([P](C2C=CC=CC=2)(C2C=CC=CC=2)C2C=CC=CC=2)[P](C2C=CC=CC=2)(C2C=CC=CC=2)C2C=CC=CC=2)(C2C=CC=CC=2)C2C=CC=CC=2)=CC=1.C(Cl)Cl.O. The product is [NH:58]1[C:13]2[CH:12]=[CH:11][C:10]([C:25]3[S:29][C:28]([C:30]4[N:35]([CH2:36][C:37]5[CH:42]=[CH:41][C:40]([CH3:43])=[CH:39][C:38]=5[CH3:44])[C:34](=[O:45])[C:33]([C:46]#[N:47])=[C:32]([C:48]([F:51])([F:50])[F:49])[CH:31]=4)=[CH:27][CH:26]=3)=[CH:9][C:8]=2[N:7]=[CH:6]1. (5) The reactants are [CH3:1][O:2][C:3]1[CH:12]=[C:11]([O:13][CH3:14])[CH:10]=[C:9]2[C:4]=1[C:5](=[O:31])[NH:6][C:7]([C:15]1[CH:20]=[CH:19][C:18]([N:21]3[CH2:26][CH2:25][CH:24]([NH:27]C(=O)C)[CH2:23][CH2:22]3)=[CH:17][CH:16]=1)=[N:8]2.[OH-].[Na+]. The catalyst is Cl. The product is [NH2:27][CH:24]1[CH2:23][CH2:22][N:21]([C:18]2[CH:19]=[CH:20][C:15]([C:7]3[NH:6][C:5](=[O:31])[C:4]4[C:9](=[CH:10][C:11]([O:13][CH3:14])=[CH:12][C:3]=4[O:2][CH3:1])[N:8]=3)=[CH:16][CH:17]=2)[CH2:26][CH2:25]1. The yield is 0.960.